This data is from Peptide-MHC class I binding affinity with 185,985 pairs from IEDB/IMGT. The task is: Regression. Given a peptide amino acid sequence and an MHC pseudo amino acid sequence, predict their binding affinity value. This is MHC class I binding data. (1) The peptide sequence is CFTSLVWAPLILA. The MHC is HLA-A02:06 with pseudo-sequence HLA-A02:06. The binding affinity (normalized) is 0.163. (2) The peptide sequence is KLLEGEEERL. The MHC is HLA-A02:02 with pseudo-sequence HLA-A02:02. The binding affinity (normalized) is 0.689. (3) The binding affinity (normalized) is 0. The MHC is Mamu-B01 with pseudo-sequence Mamu-B01. The peptide sequence is ISPMGKLTFF.